Dataset: Full USPTO retrosynthesis dataset with 1.9M reactions from patents (1976-2016). Task: Predict the reactants needed to synthesize the given product. (1) Given the product [F:30][C:14]1[CH:13]=[C:12]([C:8]2[C:7]([C:4]3[CH:3]=[CH:2][N:1]=[CH:6][CH:5]=3)=[CH:11][NH:10][N:9]=2)[CH:29]=[CH:28][C:15]=1[O:16][CH2:17][C:18]1[CH:27]=[CH:26][C:25]2[C:20](=[CH:21][CH:22]=[CH:23][CH:24]=2)[N:19]=1, predict the reactants needed to synthesize it. The reactants are: [N:1]1[CH:6]=[CH:5][C:4]([C:7]2[CH:11]=[N:10][NH:9][C:8]=2[C:12]2[CH:29]=[CH:28][C:15]([O:16][CH2:17][C:18]3[CH:27]=[CH:26][C:25]4[C:20](=[CH:21][CH:22]=[CH:23][CH:24]=4)[N:19]=3)=[CH:14][CH:13]=2)=[CH:3][CH:2]=1.[F:30]C1C=C(C(=O)CC2C=CN=CC=2)C=CC=1OCC1C=CC2C(=CC=CC=2)N=1. (2) Given the product [Cl:1][C:2]1[CH:3]=[C:4]([C@@H:12]([CH2:16][CH:17]2[CH2:21][CH2:20][CH2:19][CH2:18]2)[C:13]([NH:40][C:37]2[CH:36]=[N:35][C:34]([C:30]([O:32][CH3:33])([O:29][CH3:28])[CH3:31])=[CH:39][N:38]=2)=[O:15])[CH:5]=[CH:6][C:7]=1[S:8]([CH3:11])(=[O:9])=[O:10], predict the reactants needed to synthesize it. The reactants are: [Cl:1][C:2]1[CH:3]=[C:4]([C@@H:12]([CH2:16][CH:17]2[CH2:21][CH2:20][CH2:19][CH2:18]2)[C:13]([OH:15])=O)[CH:5]=[CH:6][C:7]=1[S:8]([CH3:11])(=[O:10])=[O:9].C(Cl)(=O)C(Cl)=O.[CH3:28][O:29][C:30]([C:34]1[N:35]=[CH:36][C:37]([NH2:40])=[N:38][CH:39]=1)([O:32][CH3:33])[CH3:31].N1C=CC=CC=1. (3) Given the product [C:7]([O:6][C:4](=[O:5])[C:3]1[C:2](=[CH:14][CH:13]=[CH:12][CH:11]=1)[NH2:1])#[N:17], predict the reactants needed to synthesize it. The reactants are: [NH2:1][C:2]1[CH:14]=[CH:13][C:12](I)=[CH:11][C:3]=1[C:4]([O:6][C:7](C)(C)C)=[O:5].C([Cu])#[N:17].